Dataset: Forward reaction prediction with 1.9M reactions from USPTO patents (1976-2016). Task: Predict the product of the given reaction. (1) Given the reactants N[C:2]1N=C(O)C(NC(=O)CCOC2C=CC(F)=CC=2)=C(O)N=1.P12(SP3(SP(SP(S3)(S1)=S)(=S)S2)=S)=S.[NH2:37][C:38]1[N:39]=[C:40]([SH:57])[C:41]2[N:46]=[C:45]([CH2:47][CH2:48][O:49][C:50]3[CH:55]=[CH:54][C:53]([F:56])=[CH:52][CH:51]=3)[S:44][C:42]=2[N:43]=1.C(N(CC)CC)C.IC, predict the reaction product. The product is: [F:56][C:53]1[CH:54]=[CH:55][C:50]([O:49][CH2:48][CH2:47][C:45]2[S:44][C:42]3[N:43]=[C:38]([NH2:37])[N:39]=[C:40]([S:57][CH3:2])[C:41]=3[N:46]=2)=[CH:51][CH:52]=1. (2) Given the reactants [CH3:1][C:2]1[CH:3]=[C:4]([C:18]([OH:20])=O)[NH:5][C:6]=1[CH:7]=[C:8]1[C:16]2[C:11](=[CH:12][CH:13]=[CH:14][CH:15]=2)[NH:10][C:9]1=[O:17].[C:21]1([CH2:27][CH2:28][CH2:29][NH2:30])[CH:26]=[CH:25][CH:24]=[CH:23][CH:22]=1.CCN(CC)CC, predict the reaction product. The product is: [C:21]1([CH2:27][CH2:28][CH2:29][NH:30][C:18]([C:4]2[NH:5][C:6]([CH:7]=[C:8]3[C:16]4[C:11](=[CH:12][CH:13]=[CH:14][CH:15]=4)[NH:10][C:9]3=[O:17])=[C:2]([CH3:1])[CH:3]=2)=[O:20])[CH:26]=[CH:25][CH:24]=[CH:23][CH:22]=1. (3) Given the reactants [NH2:1][C:2]1[N:3]=[CH:4][C:5]([C:18]2[CH:45]=[CH:44][C:21]([CH2:22][NH:23][CH:24]3[CH2:29][CH2:28][N:27](C(OC(C)(C)C)=O)[C@@H:26]([C:37]([O:39][C:40]([CH3:43])([CH3:42])[CH3:41])=[O:38])[CH2:25]3)=[CH:20][CH:19]=2)=[N:6][C:7]=1[NH:8][CH2:9][C:10]1[C:15]([Cl:16])=[CH:14][CH:13]=[CH:12][C:11]=1[Cl:17].Cl.[OH-].[Na+], predict the reaction product. The product is: [NH2:1][C:2]1[N:3]=[CH:4][C:5]([C:18]2[CH:19]=[CH:20][C:21]([CH2:22][NH:23][CH:24]3[CH2:29][CH2:28][NH:27][C@@H:26]([C:37]([O:39][C:40]([CH3:41])([CH3:43])[CH3:42])=[O:38])[CH2:25]3)=[CH:44][CH:45]=2)=[N:6][C:7]=1[NH:8][CH2:9][C:10]1[C:15]([Cl:16])=[CH:14][CH:13]=[CH:12][C:11]=1[Cl:17]. (4) Given the reactants [OH:1][C:2]1[CH:3]=[N:4][CH:5]=[CH:6][CH:7]=1.CN(C=O)C.CC([O-])(C)C.[K+].[CH3:19][O:20][CH2:21]Cl, predict the reaction product. The product is: [CH3:19][O:20][CH2:21][O:1][C:2]1[CH:3]=[N:4][CH:5]=[CH:6][CH:7]=1. (5) Given the reactants [NH2:1][C:2]1[C:7]([C:8]#[C:9][C:10]2[CH:11]=[C:12]([NH:16][C:17](=[O:25])OC3C=CC=CC=3)[CH:13]=[CH:14][CH:15]=2)=[C:6]([NH2:26])[N:5]=[CH:4][N:3]=1.[CH3:27][N:28]1[CH2:33][CH2:32][CH:31]([NH2:34])[CH2:30][CH2:29]1.C(N(CC)CC)C, predict the reaction product. The product is: [NH2:26][C:6]1[C:7]([C:8]#[C:9][C:10]2[CH:11]=[C:12]([NH:16][C:17]([NH:34][CH:31]3[CH2:32][CH2:33][N:28]([CH3:27])[CH2:29][CH2:30]3)=[O:25])[CH:13]=[CH:14][CH:15]=2)=[C:2]([NH2:1])[N:3]=[CH:4][N:5]=1.